From a dataset of Forward reaction prediction with 1.9M reactions from USPTO patents (1976-2016). Predict the product of the given reaction. (1) Given the reactants [CH3:1][O:2][C:3]([C@H:5]1[CH2:10][N:9]([S:11]([C:14]2[N:15](S(C3C=CC=CC=3)(=O)=O)[C:16]3[C:21]([CH:22]=2)=[CH:20][C:19]([Cl:23])=[CH:18][CH:17]=3)(=[O:13])=[O:12])[CH2:8][C:7](=[O:33])[N:6]1[CH2:34][CH:35]1[CH2:40][CH2:39][N:38]([C:41]2[CH:46]=[CH:45][C:44](=[O:47])[N:43]([CH3:48])[N:42]=2)[CH2:37][CH2:36]1)=[O:4].[F-].C([N+](CCCC)(CCCC)CCCC)CCC, predict the reaction product. The product is: [CH3:1][O:2][C:3]([C@H:5]1[CH2:10][N:9]([S:11]([C:14]2[NH:15][C:16]3[C:21]([CH:22]=2)=[CH:20][C:19]([Cl:23])=[CH:18][CH:17]=3)(=[O:12])=[O:13])[CH2:8][C:7](=[O:33])[N:6]1[CH2:34][CH:35]1[CH2:40][CH2:39][N:38]([C:41]2[CH:46]=[CH:45][C:44](=[O:47])[N:43]([CH3:48])[N:42]=2)[CH2:37][CH2:36]1)=[O:4]. (2) Given the reactants [CH3:1][O:2][C:3]1[CH:8]=[CH:7][C:6]([CH2:9][CH2:10][NH:11][C:12](=[O:14])[CH3:13])=[CH:5][C:4]=1[N+:15]([O-])=O.[ClH:18], predict the reaction product. The product is: [ClH:18].[NH2:15][C:4]1[CH:5]=[C:6]([CH2:9][CH2:10][NH:11][C:12](=[O:14])[CH3:13])[CH:7]=[CH:8][C:3]=1[O:2][CH3:1]. (3) Given the reactants Br[C:2]1[C:6]2[CH:7]=[C:8]([C:11]3[O:12][C:13]([CH3:16])=[N:14][N:15]=3)[CH:9]=[CH:10][C:5]=2[O:4][CH:3]=1.C(N([CH2:22][CH3:23])CC)C.CS(C)=[O:26].[CH2:28]([OH:30])C, predict the reaction product. The product is: [CH3:16][C:13]1[O:12][C:11]([C:8]2[CH:9]=[CH:10][C:5]3[O:4][CH:3]=[C:2]([C:28]([O:30][CH2:22][CH3:23])=[O:26])[C:6]=3[CH:7]=2)=[N:15][N:14]=1. (4) Given the reactants [CH3:1][O:2][C:3]1[C:4]([C:13]([OH:15])=O)=[CH:5][C:6]2[C:11]([CH:12]=1)=[CH:10][CH:9]=[CH:8][CH:7]=2.[NH2:16][C:17]1[CH:24]=[CH:23][C:20]([C:21]#[N:22])=[CH:19][C:18]=1[O:25][C:26]([F:29])([F:28])[F:27].P(Cl)(Cl)Cl, predict the reaction product. The product is: [C:21]([C:20]1[CH:23]=[CH:24][C:17]([NH:16][C:13]([C:4]2[C:3]([O:2][CH3:1])=[CH:12][C:11]3[C:6](=[CH:7][CH:8]=[CH:9][CH:10]=3)[CH:5]=2)=[O:15])=[C:18]([O:25][C:26]([F:27])([F:28])[F:29])[CH:19]=1)#[N:22]. (5) Given the reactants [CH3:1][CH2:2][O:3][C:4]([CH:6](P(OCC)(OCC)=O)[F:7])=[O:5].[CH3:16][C:17]1([CH3:40])[CH:26]=[C:25]([C:27]2[CH:32]=[CH:31][CH:30]=[CH:29][CH:28]=2)[C:24]2[C:19](=[CH:20][C:21]([O:36][CH2:37][CH2:38][CH3:39])=[C:22]([C:33](=O)[CH3:34])[CH:23]=2)[O:18]1, predict the reaction product. The product is: [CH3:40][C:17]1([CH3:16])[CH:26]=[C:25]([C:27]2[CH:28]=[CH:29][CH:30]=[CH:31][CH:32]=2)[C:24]2[C:19](=[CH:20][C:21]([O:36][CH2:37][CH2:38][CH3:39])=[C:22](/[C:33](/[CH3:34])=[C:6](/[F:7])\[C:4]([O:3][CH2:2][CH3:1])=[O:5])[CH:23]=2)[O:18]1. (6) The product is: [Cl:1][C:2]1[C:7]([I:23])=[C:6]([Cl:8])[CH:5]=[CH:4][N:3]=1. Given the reactants [Cl:1][C:2]1[CH:7]=[C:6]([Cl:8])[CH:5]=[CH:4][N:3]=1.CCN(C(C)C)C(C)C.[Li]CCCC.[I:23]I, predict the reaction product. (7) Given the reactants [CH2:1]([C:7]1[CH:11]=[C:10]([CH:12]=[O:13])[S:9][C:8]=1[C:14]1[S:15][C:16]([C:19]2[S:20][C:21]([C:24]3[S:25][CH:26]=[CH:27][C:28]=3[CH2:29][CH2:30][CH2:31][CH2:32][CH2:33][CH3:34])=[CH:22][CH:23]=2)=[CH:17][CH:18]=1)[CH2:2][CH2:3][CH2:4][CH2:5][CH3:6].[I:35]N1C(=O)CCC1=O, predict the reaction product. The product is: [CH2:1]([C:7]1[CH:11]=[C:10]([CH:12]=[O:13])[S:9][C:8]=1[C:14]1[S:15][C:16]([C:19]2[S:20][C:21]([C:24]3[S:25][C:26]([I:35])=[CH:27][C:28]=3[CH2:29][CH2:30][CH2:31][CH2:32][CH2:33][CH3:34])=[CH:22][CH:23]=2)=[CH:17][CH:18]=1)[CH2:2][CH2:3][CH2:4][CH2:5][CH3:6].